This data is from Reaction yield outcomes from USPTO patents with 853,638 reactions. The task is: Predict the reaction yield, written as a fraction of the theoretical maximum amount of product (1.0 means a 100% yield; for example, 0.34 means a 34% yield). (1) The reactants are [OH:1][C:2]1[CH:11]=[CH:10][C:5]([C:6]([O:8][CH3:9])=[O:7])=[CH:4][C:3]=1[C:12]([O:14][CH3:15])=[O:13].C(N(CC)CC)C.[S:23](O[S:23]([C:26]([F:29])([F:28])[F:27])(=[O:25])=[O:24])([C:26]([F:29])([F:28])[F:27])(=[O:25])=[O:24]. The product is [F:27][C:26]([F:29])([F:28])[S:23]([O:1][C:2]1[CH:11]=[CH:10][C:5]([C:6]([O:8][CH3:9])=[O:7])=[CH:4][C:3]=1[C:12]([O:14][CH3:15])=[O:13])(=[O:25])=[O:24]. The yield is 0.930. The catalyst is C(Cl)Cl. (2) The reactants are [OH:1][CH2:2][C:3]([CH2:7][OH:8])([CH2:5][OH:6])[CH3:4].FC1C(O[C:17](=[O:30])[O:18][C:19]2[C:24]([F:25])=[C:23]([F:26])[C:22]([F:27])=[C:21]([F:28])[C:20]=2[F:29])=C(F)C(F)=C(F)C=1F.[F-].[Cs+].[O:37]1CCC[CH2:38]1. No catalyst specified. The product is [C:17](=[O:30])([O:18][C:19]1[C:20]([F:29])=[C:21]([F:28])[C:22]([F:27])=[C:23]([F:26])[C:24]=1[F:25])[O:1][CH2:2][C:3]1([CH3:4])[CH2:7][O:8][C:38](=[O:37])[O:6][CH2:5]1. The yield is 0.670. (3) The reactants are [CH3:1][C:2]([S@@:5]([NH2:7])=[O:6])([CH3:4])[CH3:3].[C:8]([C:11]1[C:12](=[O:23])[N:13]([CH3:22])[C:14]2[C:19]([CH:20]=1)=[CH:18][C:17]([Cl:21])=[CH:16][CH:15]=2)(=O)[CH3:9].[BH4-].[Na+].CO. The catalyst is C1COCC1.C(O[Ti](OCC)(OCC)OCC)C. The product is [Cl:21][C:17]1[CH:18]=[C:19]2[C:14](=[CH:15][CH:16]=1)[N:13]([CH3:22])[C:12](=[O:23])[C:11]([C@@H:8]([NH:7][S@:5]([C:2]([CH3:4])([CH3:3])[CH3:1])=[O:6])[CH3:9])=[CH:20]2. The yield is 0.515. (4) The reactants are [CH3:1][O:2][C:3]1[CH:11]=[C:10]2[C:6]([C:7]([C:12]#[N:13])=[CH:8][NH:9]2)=[CH:5][CH:4]=1.[CH3:14][C:15]([O:18][C:19](O[C:19]([O:18][C:15]([CH3:17])([CH3:16])[CH3:14])=[O:20])=[O:20])([CH3:17])[CH3:16].O. The catalyst is C(Cl)Cl.CN(C1C=CN=CC=1)C. The product is [C:15]([O:18][C:19]([N:9]1[C:10]2[C:6](=[CH:5][CH:4]=[C:3]([O:2][CH3:1])[CH:11]=2)[C:7]([C:12]#[N:13])=[CH:8]1)=[O:20])([CH3:17])([CH3:16])[CH3:14]. The yield is 0.860.